This data is from Catalyst prediction with 721,799 reactions and 888 catalyst types from USPTO. The task is: Predict which catalyst facilitates the given reaction. (1) Reactant: [Cl:1][C:2]1[CH:7]=[C:6]([Cl:8])[CH:5]=[CH:4][C:3]=1[CH2:9][NH:10][CH:11]1[CH2:16][CH2:15][N:14]([C:17]([O:19][C:20]([CH3:23])([CH3:22])[CH3:21])=[O:18])[CH2:13][CH2:12]1.[CH3:24][C:25]([CH3:31])([CH2:28][CH:29]=O)[C:26]#[N:27].C(O[BH-](OC(=O)C)OC(=O)C)(=O)C.[Na+]. Product: [Cl:1][C:2]1[CH:7]=[C:6]([Cl:8])[CH:5]=[CH:4][C:3]=1[CH2:9][N:10]([CH2:29][CH2:28][C:25]([C:26]#[N:27])([CH3:31])[CH3:24])[CH:11]1[CH2:12][CH2:13][N:14]([C:17]([O:19][C:20]([CH3:23])([CH3:22])[CH3:21])=[O:18])[CH2:15][CH2:16]1. The catalyst class is: 1. (2) Reactant: [Br-].ClC1C=CC(C[P+](C2C=CC=CC=2)(C2C=CC=CC=2)C2C=CC=CC=2)=CC=1.[Br-].ClC1C=CC(C[P+](C2C=CC=CC=2)(C2C=CC=CC=2)C2C=CC=CC=2)=CC=1F.[Cl:58][C:59]1[CH:78]=[CH:77][C:62]([CH:63]=[C:64]2[CH2:69][CH2:68][N:67]([C:70]([O:72][C:73]([CH3:76])([CH3:75])[CH3:74])=[O:71])[CH2:66][CH2:65]2)=[CH:61][C:60]=1F.[Li]CCCC.O=C1CCN(C(OC(C)(C)C)=O)CC1.[Cl-].[NH4+]. Product: [Cl:58][C:59]1[CH:78]=[CH:77][C:62]([CH:63]=[C:64]2[CH2:65][CH2:66][N:67]([C:70]([O:72][C:73]([CH3:74])([CH3:75])[CH3:76])=[O:71])[CH2:68][CH2:69]2)=[CH:61][CH:60]=1. The catalyst class is: 1. (3) The catalyst class is: 15. Reactant: CN(C)/[CH:3]=[C:4](\[C:25]1[CH:30]=[CH:29][CH:28]=[CH:27][CH:26]=1)/[C:5]([C:7]1[CH:12]=[CH:11][C:10]([C:13]2([NH:17]C(=O)OC(C)(C)C)[CH2:16][CH2:15][CH2:14]2)=[CH:9][CH:8]=1)=O.[O:32]1[CH2:37][C:36](=O)[CH2:35][C:34](=[O:39])[CH2:33]1.[C:40]([O-:43])(=[O:42])C.[NH4+:44]. Product: [C:4]([O:43][C:40](=[O:42])[NH:17][C:13]1([C:10]2[CH:11]=[CH:12][C:7]([C:5]3[N:44]=[C:36]4[CH2:37][O:32][CH2:33][C:34](=[O:39])[C:35]4=[CH:3][C:4]=3[C:25]3[CH:26]=[CH:27][CH:28]=[CH:29][CH:30]=3)=[CH:8][CH:9]=2)[CH2:16][CH2:15][CH2:14]1)([CH3:25])([CH3:5])[CH3:3]. (4) Reactant: [CH3:1][N:2]1[CH2:7][CH2:6][NH:5][CH2:4][CH2:3]1.[I-].[Na+].C(=O)([O-])[O-].[K+].[K+].[F:16][C:17]1[CH:26]=[CH:25][C:24]([O:27][CH2:28][CH2:29][CH3:30])=[C:23]2[C:18]=1[C:19](=[O:39])[C:20]([C:31]1[CH:36]=[CH:35][C:34]([O:37][CH3:38])=[CH:33][CH:32]=1)=[CH:21][NH:22]2.[C:40]([CH:43](Cl)[CH2:44][NH-:45])([OH:42])=[O:41]. Product: [F:16][C:17]1[CH:26]=[CH:25][C:24]([O:27][CH2:28][CH2:29][CH3:30])=[C:23]2[C:18]=1[C:19](=[O:39])[C:20]([C:31]1[CH:32]=[CH:33][C:34]([O:37][CH3:38])=[CH:35][CH:36]=1)=[CH:21][NH:22]2.[C:40]([CH:43]([N:5]1[CH2:6][CH2:7][N:2]([CH3:1])[CH2:3][CH2:4]1)[CH2:44][NH-:45])([OH:42])=[O:41]. The catalyst class is: 136. (5) Reactant: [OH-:1].[Na+].C(Cl)Cl.[C:6](Cl)(Cl)=[O:7].[C:10]1([OH:16])[CH:15]=[CH:14][CH:13]=[CH:12][CH:11]=1. Product: [C:6](=[O:7])([O:1][C:10]1[CH:15]=[CH:14][CH:13]=[CH:12][CH:11]=1)[O:16][C:10]1[CH:15]=[CH:14][CH:13]=[CH:12][CH:11]=1. The catalyst class is: 6. (6) Reactant: [CH2:1]([O:3][C:4]([CH:6]1[N:10]([CH3:11])[C:9](=[O:12])[CH2:8][CH:7]1[C:13]1[CH:18]=[CH:17][C:16]([OH:19])=[CH:15][CH:14]=1)=[O:5])[CH3:2].N1C=CN=C1.[CH3:25][C:26]([Si:29](Cl)([CH3:31])[CH3:30])([CH3:28])[CH3:27].Cl. Product: [CH2:1]([O:3][C:4]([C@@H:6]1[N:10]([CH3:11])[C:9](=[O:12])[CH2:8][C@@H:7]1[C:13]1[CH:14]=[CH:15][C:16]([O:19][Si:29]([CH3:31])([CH3:30])[C:26]([CH3:28])([CH3:27])[CH3:25])=[CH:17][CH:18]=1)=[O:5])[CH3:2]. The catalyst class is: 3. (7) Reactant: [CH3:1][N:2]([CH3:23])[S:3]([N:6]1[CH:10]=[C:9]([CH2:11][C:12]([CH3:16])([CH3:15])[CH2:13][CH3:14])[N:8]=[C:7]1[CH:17]=[CH:18][C:19]([O:21][CH3:22])=[O:20])(=[O:5])=[O:4]. Product: [CH3:23][N:2]([CH3:1])[S:3]([N:6]1[CH:10]=[C:9]([CH2:11][C:12]([CH3:16])([CH3:15])[CH2:13][CH3:14])[N:8]=[C:7]1[CH2:17][CH2:18][C:19]([O:21][CH3:22])=[O:20])(=[O:4])=[O:5]. The catalyst class is: 19. (8) Reactant: [C:1]([O:5][C:6](=[O:31])[CH2:7][N:8]1[C:12]2[CH:13]=[CH:14][C:15]([NH:17][S:18]([C:21]3[CH:26]=[CH:25][C:24]([F:27])=[CH:23][CH:22]=3)(=[O:20])=[O:19])=[CH:16][C:11]=2[N:10]=[C:9]1[CH2:28][CH2:29][CH3:30])([CH3:4])([CH3:3])[CH3:2].C([O-])([O-])=O.[K+].[K+].[CH2:38](Br)[C:39]1[CH:44]=[CH:43][CH:42]=[CH:41][CH:40]=1. Product: [C:1]([O:5][C:6](=[O:31])[CH2:7][N:8]1[C:12]2[CH:13]=[CH:14][C:15]([N:17]([CH2:38][C:39]3[CH:44]=[CH:43][CH:42]=[CH:41][CH:40]=3)[S:18]([C:21]3[CH:22]=[CH:23][C:24]([F:27])=[CH:25][CH:26]=3)(=[O:19])=[O:20])=[CH:16][C:11]=2[N:10]=[C:9]1[CH2:28][CH2:29][CH3:30])([CH3:4])([CH3:3])[CH3:2]. The catalyst class is: 9. (9) Reactant: [F:1][C:2]([F:18])([F:17])[CH2:3][NH:4][C:5]1[CH:12]=[CH:11][C:8]([C:9]#[N:10])=[C:7]([C:13]([F:16])([F:15])[F:14])[CH:6]=1.Br[CH2:20][C:21]1[O:25][N:24]=[CH:23][CH:22]=1.[H-].[Na+].O. Product: [O:25]1[C:21]([CH2:20][N:4]([CH2:3][C:2]([F:17])([F:18])[F:1])[C:5]2[CH:12]=[CH:11][C:8]([C:9]#[N:10])=[C:7]([C:13]([F:16])([F:14])[F:15])[CH:6]=2)=[CH:22][CH:23]=[N:24]1. The catalyst class is: 3. (10) Reactant: [O:1]1[CH2:6][CH2:5][N:4]([C:7]2[N:12]=[C:11]([N:13]3[CH2:18][CH2:17][O:16][CH2:15][CH2:14]3)[N:10]=[C:9]([C:19]3[CH:24]=[CH:23][C:22]([NH:25][C:26](=[O:37])[NH:27][C:28]4[CH:36]=[CH:35][C:31]([C:32](O)=[O:33])=[CH:30][CH:29]=4)=[CH:21][CH:20]=3)[N:8]=2)[CH2:3][CH2:2]1.CCN(C(C)C)C(C)C.CN(C(ON1N=NC2C=CC=CC1=2)=[N+](C)C)C.F[P-](F)(F)(F)(F)F.[CH3:71][N:72]1[CH2:77][CH2:76][NH:75][CH2:74][CH2:73]1. Product: [O:1]1[CH2:6][CH2:5][N:4]([C:7]2[N:12]=[C:11]([N:13]3[CH2:14][CH2:15][O:16][CH2:17][CH2:18]3)[N:10]=[C:9]([C:19]3[CH:24]=[CH:23][C:22]([NH:25][C:26]([NH:27][C:28]4[CH:36]=[CH:35][C:31]([C:32]([N:75]5[CH2:76][CH2:77][N:72]([CH3:71])[CH2:73][CH2:74]5)=[O:33])=[CH:30][CH:29]=4)=[O:37])=[CH:21][CH:20]=3)[N:8]=2)[CH2:3][CH2:2]1. The catalyst class is: 37.